This data is from Forward reaction prediction with 1.9M reactions from USPTO patents (1976-2016). The task is: Predict the product of the given reaction. (1) Given the reactants [N:1]1[C:10]2[C:5](=[CH:6][CH:7]=[CH:8][C:9]=2[NH:11][C:12]([C:14]2[CH:19]=[CH:18][C:17]([NH:20]C(=O)OC(C)(C)C)=[CH:16][CH:15]=2)=[O:13])[CH:4]=[CH:3][CH:2]=1.FC(F)(F)C(O)=O.C(N(CC)CC)C.[C:42]([O:53][CH3:54])(=[O:52])[CH2:43][CH2:44][CH2:45][CH2:46][CH2:47][CH2:48][C:49]([O-:51])=O.C(N=C=NCCCN(C)C)C, predict the reaction product. The product is: [O:51]=[C:49]([NH:20][C:17]1[CH:18]=[CH:19][C:14]([C:12](=[O:13])[NH:11][C:9]2[CH:8]=[CH:7][CH:6]=[C:5]3[C:10]=2[N:1]=[CH:2][CH:3]=[CH:4]3)=[CH:15][CH:16]=1)[CH2:48][CH2:47][CH2:46][CH2:45][CH2:44][CH2:43][C:42]([O:53][CH3:54])=[O:52]. (2) Given the reactants C[N+]1(CCCS([O-])(=O)=O)[C@@H]2C[C@@H:8]([O:10][C:11]([CH:13]([C:16]3[CH:17]=CC=CC=3)[CH2:14][OH:15])=[O:12])[CH2:9][C@H]1CC2.[CH2:29]([Li])CCC.Cl[Si:35]([CH3:38])([CH3:37])[CH3:36].[Cl-].[NH4+], predict the reaction product. The product is: [CH3:36][Si:35]([CH3:38])([CH3:37])[C:14]1[O:15][CH:17]=[CH:16][C:13]=1[C:11]1([CH3:29])[O:10][CH2:8][CH2:9][O:12]1. (3) The product is: [Si:40]([O:47][CH2:48][C:49]1[N:50]=[N:51][N:52]([CH2:55][Si:56]([CH3:59])([CH3:58])[CH3:57])[C:53]=1[C:23]1[CH:22]=[N:21][C:10]2[C:11]3[CH:12]=[CH:13][C:14]([C:17]([O:19][CH3:20])=[O:18])=[CH:15][C:16]=3[N:8]([C@H:7]([C:1]3[CH:6]=[CH:5][CH:4]=[CH:3][CH:2]=3)[CH:34]3[CH2:39][CH2:38][O:37][CH2:36][CH2:35]3)[C:9]=2[CH:24]=1)([C:43]([CH3:46])([CH3:45])[CH3:44])([CH3:42])[CH3:41]. Given the reactants [C:1]1([C@H:7]([CH:34]2[CH2:39][CH2:38][O:37][CH2:36][CH2:35]2)[N:8]2[C:16]3[CH:15]=[C:14]([C:17]([O:19][CH3:20])=[O:18])[CH:13]=[CH:12][C:11]=3[C:10]3[N:21]=[CH:22][C:23](B4OC(C)(C)C(C)(C)O4)=[CH:24][C:9]2=3)[CH:6]=[CH:5][CH:4]=[CH:3][CH:2]=1.[Si:40]([O:47][CH2:48][C:49]1[N:50]=[N:51][N:52]([CH2:55][Si:56]([CH3:59])([CH3:58])[CH3:57])[C:53]=1I)([C:43]([CH3:46])([CH3:45])[CH3:44])([CH3:42])[CH3:41].[O-]P([O-])([O-])=O.[K+].[K+].[K+], predict the reaction product. (4) Given the reactants CC([O:5][C:6](=[O:18])[CH2:7][S:8][C:9]1[S:13][C:12]([NH:14][C:15](=[O:17])[CH3:16])=[N:11][CH:10]=1)(C)C, predict the reaction product. The product is: [C:15]([NH:14][C:12]1[S:13][C:9]([S:8][CH2:7][C:6]([OH:18])=[O:5])=[CH:10][N:11]=1)(=[O:17])[CH3:16].